This data is from Forward reaction prediction with 1.9M reactions from USPTO patents (1976-2016). The task is: Predict the product of the given reaction. (1) Given the reactants [Br:1][C:2]1[C:10]2[C:5](=[CH:6][C:7]([C:11]([O:13][CH3:14])=[O:12])=[CH:8][CH:9]=2)[NH:4][N:3]=1.Br[C:16]1[CH:20]=[CH:19][S:18][CH:17]=1.CN[C@@H]1CCCC[C@H]1NC.[O-]P([O-])([O-])=O.[K+].[K+].[K+], predict the reaction product. The product is: [Br:1][C:2]1[C:10]2[C:5](=[CH:6][C:7]([C:11]([O:13][CH3:14])=[O:12])=[CH:8][CH:9]=2)[N:4]([C:16]2[CH:20]=[CH:19][S:18][CH:17]=2)[N:3]=1. (2) Given the reactants [C:1]([O:5][C:6]([N:8]1[CH2:13][CH2:12][NH:11][CH2:10][CH2:9]1)=[O:7])([CH3:4])([CH3:3])[CH3:2].O.[C:15]1(=O)[CH2:18][CH2:17][CH2:16]1.C([BH3-])#N.[Na+], predict the reaction product. The product is: [C:1]([O:5][C:6]([N:8]1[CH2:13][CH2:12][N:11]([CH:15]2[CH2:18][CH2:17][CH2:16]2)[CH2:10][CH2:9]1)=[O:7])([CH3:4])([CH3:2])[CH3:3]. (3) Given the reactants [CH3:1][N:2]([CH3:32])[C:3]([C:5]1[N:26]([CH:27]2[CH2:31][CH2:30][CH2:29][CH2:28]2)[C:8]2[N:9]=[C:10]([NH:13][C:14]3[CH:19]=[CH:18][C:17]([N:20]4[CH2:25][CH2:24][NH:23][CH2:22][CH2:21]4)=[CH:16][N:15]=3)[N:11]=[CH:12][C:7]=2[CH:6]=1)=[O:4].Br[CH:34]1[CH2:38][CH2:37][CH2:36][CH2:35]1, predict the reaction product. The product is: [CH3:1][N:2]([CH3:32])[C:3]([C:5]1[N:26]([CH:27]2[CH2:31][CH2:30][CH2:29][CH2:28]2)[C:8]2[N:9]=[C:10]([NH:13][C:14]3[CH:19]=[CH:18][C:17]([N:20]4[CH2:21][CH2:22][N:23]([CH:34]5[CH2:38][CH2:37][CH2:36][CH2:35]5)[CH2:24][CH2:25]4)=[CH:16][N:15]=3)[N:11]=[CH:12][C:7]=2[CH:6]=1)=[O:4]. (4) Given the reactants [O:1]=[CH:2][C:3]1[CH:11]=[CH:10][C:8]([OH:9])=[C:5]([O:6][CH3:7])[CH:4]=1.[Br:12]Br, predict the reaction product. The product is: [Br:12][C:10]1[CH:11]=[C:3]([CH:4]=[C:5]([O:6][CH3:7])[C:8]=1[OH:9])[CH:2]=[O:1]. (5) Given the reactants [Cl:1][C:2]1[CH:3]=[C:4]([C:16]([NH:18][C@H:19]([C:21]2[CH:29]=[CH:28][C:24]([C:25]([OH:27])=[O:26])=[CH:23][CH:22]=2)[CH3:20])=[O:17])[C:5](OC2C=CC=C(F)C=2)=[N:6][CH:7]=1.[Cl:30][C:31]1[C:36]([Cl:37])=[CH:35][CH:34]=[CH:33][C:32]=1[OH:38], predict the reaction product. The product is: [Cl:1][C:2]1[CH:3]=[C:4]([C:16]([NH:18][C@H:19]([C:21]2[CH:29]=[CH:28][C:24]([C:25]([OH:27])=[O:26])=[CH:23][CH:22]=2)[CH3:20])=[O:17])[C:5]([O:38][C:32]2[CH:33]=[CH:34][CH:35]=[C:36]([Cl:37])[C:31]=2[Cl:30])=[N:6][CH:7]=1. (6) Given the reactants [CH3:1][C:2]1([CH3:10])[O:7][C:6](=[O:8])[CH2:5][C:4](=[O:9])[O:3]1.C([O-])(=O)C.[NH4+].[CH3:16][CH:17]1[CH2:22][C:21](=O)[CH2:20][CH2:19][N:18]1[C:24]([O:26][C:27]([CH3:30])([CH3:29])[CH3:28])=[O:25], predict the reaction product. The product is: [CH3:1][C:2]1([CH3:10])[O:7][C:6](=[O:8])[C:5](=[C:21]2[CH2:20][CH2:19][N:18]([C:24]([O:26][C:27]([CH3:30])([CH3:29])[CH3:28])=[O:25])[CH:17]([CH3:16])[CH2:22]2)[C:4](=[O:9])[O:3]1. (7) Given the reactants C(OC(=O)[NH2:7])(C)(C)C.[NH:9]1[CH:13]=[CH:12][N:11]=[CH:10]1.N1[C:27]2[C:18](=[CH:19][CH:20]=[C:21]3[C:26]=2N=CC=C3)[CH:17]=[CH:16]C=1.C(=CC(C=CC1C=CC=CC=1)=O)C1C=CC=CC=1.C(=O)([O-])[O-].[Cs+].[Cs+], predict the reaction product. The product is: [N:9]1([C:20]2[CH:19]=[C:18]([C@@H:17]([NH2:7])[CH3:16])[CH:27]=[CH:26][CH:21]=2)[CH:13]=[CH:12][N:11]=[CH:10]1. (8) The product is: [CH2:33]([O:30][C:27]([C:18]1[CH:23]=[CH:22][C:21]([C:3]2[S:4][C:5]3[C:10](=[O:11])[CH:9]=[C:8]([N:12]4[CH2:17][CH2:16][S:15][CH2:14][CH2:13]4)[O:7][C:6]=3[CH:2]=2)=[CH:20][CH:19]=1)=[O:28])[CH3:34]. Given the reactants Br[C:2]1[C:6]2[O:7][C:8]([N:12]3[CH2:17][CH2:16][S:15][CH2:14][CH2:13]3)=[CH:9][C:10](=[O:11])[C:5]=2[S:4][CH:3]=1.[C:18]1(B(O)O)[CH:23]=[CH:22][CH:21]=[CH:20][CH:19]=1.[C:27]([O-:30])([O-])=[O:28].[Na+].[Na+].[C:33]1(C)C=CC=C[CH:34]=1, predict the reaction product. (9) Given the reactants [CH2:1]([NH:8][C:9](=[O:19])[C:10]1[CH:15]=[C:14]([O:16]C)[CH:13]=[C:12]([I:18])[CH:11]=1)[C:2]1[CH:7]=[CH:6][CH:5]=[CH:4][CH:3]=1.B(Br)(Br)Br.C(OCC)C, predict the reaction product. The product is: [CH2:1]([NH:8][C:9](=[O:19])[C:10]1[CH:11]=[C:12]([I:18])[CH:13]=[C:14]([OH:16])[CH:15]=1)[C:2]1[CH:3]=[CH:4][CH:5]=[CH:6][CH:7]=1.